Dataset: Reaction yield outcomes from USPTO patents with 853,638 reactions. Task: Predict the reaction yield, written as a fraction of the theoretical maximum amount of product (1.0 means a 100% yield; for example, 0.34 means a 34% yield). The reactants are [C:1]1([C:7]2[CH:32]=[CH:31][C:10]3[N:11]=[C:12]([CH2:14][C:15]4[O:19][C:18]([CH:20]5[CH2:23][N:22](C(OC(C)(C)C)=O)[CH2:21]5)=[N:17][N:16]=4)[S:13][C:9]=3[CH:8]=2)[CH:6]=[CH:5][CH:4]=[CH:3][CH:2]=1.C(O)(C(F)(F)F)=O. The catalyst is C(Cl)Cl. The product is [NH:22]1[CH2:23][CH:20]([C:18]2[O:19][C:15]([CH2:14][C:12]3[S:13][C:9]4[CH:8]=[C:7]([C:1]5[CH:6]=[CH:5][CH:4]=[CH:3][CH:2]=5)[CH:32]=[CH:31][C:10]=4[N:11]=3)=[N:16][N:17]=2)[CH2:21]1. The yield is 0.990.